Dataset: CYP2C19 inhibition data for predicting drug metabolism from PubChem BioAssay. Task: Regression/Classification. Given a drug SMILES string, predict its absorption, distribution, metabolism, or excretion properties. Task type varies by dataset: regression for continuous measurements (e.g., permeability, clearance, half-life) or binary classification for categorical outcomes (e.g., BBB penetration, CYP inhibition). Dataset: cyp2c19_veith. (1) The compound is Nc1c(S(=O)(=O)O)cc(S(=O)(=O)O)c2ccc(N=Nc3ccccc3)c(O)c12. The result is 0 (non-inhibitor). (2) The molecule is C#CCCCO/N=C1/C[C@@H](O)[C@@H](O)[C@@H]2[C@@H]3C(=O)N(C4CCCCC4)C(=O)[C@H]3CC[C@@H]12. The result is 0 (non-inhibitor). (3) The result is 0 (non-inhibitor). The drug is Cc1ccc(C(C)C)n1C(=O)OC(C)(C)C. (4) The compound is Cc1cccc(CNc2ncnc3ccc(-c4ccc5c(c4)OCO5)cc23)c1. The result is 1 (inhibitor). (5) The drug is COCCn1c(=O)c(-c2ccc(OC)cc2)nc2cnc(OCc3ccccc3)nc21. The result is 0 (non-inhibitor). (6) The compound is Cc1noc(C)c1-c1cc(NCc2ccccc2)ncn1. The result is 0 (non-inhibitor). (7) The result is 0 (non-inhibitor). The drug is Cn1cc(-c2nc3cncnc3n(Cc3ccc(F)cc3)c2=O)c2ccccc21.